This data is from Caco-2 cell permeability data measuring drug intestinal absorption for ~900 compounds. The task is: Regression/Classification. Given a drug SMILES string, predict its absorption, distribution, metabolism, or excretion properties. Task type varies by dataset: regression for continuous measurements (e.g., permeability, clearance, half-life) or binary classification for categorical outcomes (e.g., BBB penetration, CYP inhibition). For this dataset (caco2_wang), we predict Y. (1) The drug is COC(=O)Nc1nc2ccccc2[nH]1. The Y is -4.10 log Papp (cm/s). (2) The drug is CC(=S)NC[C@H]1CN(c2ccc(-c3nnc(CNS(C)(=O)=O)s3)c(F)c2)C(=O)O1. The Y is -5.62 log Papp (cm/s). (3) The molecule is CC(C)(C)NC(=O)C1CC2CCCCC2CN1CC(O)C(Cc1ccccc1)NC(=O)C(CC(N)=O)NC(=O)c1ccc2ccccc2n1. The Y is -6.28 log Papp (cm/s).